The task is: Predict the reactants needed to synthesize the given product.. This data is from Full USPTO retrosynthesis dataset with 1.9M reactions from patents (1976-2016). (1) Given the product [CH:22]1([CH2:27][C@H:28]([N:7]2[CH:8]=[C:3]([C:2]([F:1])([F:10])[F:11])[CH:4]=[CH:5][C:6]2=[O:9])[C:29]([O:31][CH3:32])=[O:30])[CH2:26][CH2:25][CH2:24][CH2:23]1, predict the reactants needed to synthesize it. The reactants are: [F:1][C:2]([F:11])([F:10])[C:3]1[CH:4]=[CH:5][C:6](=[O:9])[NH:7][CH:8]=1.C[Si]([N-][Si](C)(C)C)(C)C.[Li+].[CH:22]1([CH2:27][C@@H:28](OS(C(F)(F)F)(=O)=O)[C:29]([O:31][CH3:32])=[O:30])[CH2:26][CH2:25][CH2:24][CH2:23]1. (2) Given the product [NH2:7][C@H:8]([C:9]([NH:11][C@@H:12]([CH2:16][S:17][CH:92]1[CH2:93][C:94](=[O:95])[N:90]([CH2:83][C:84]2[CH:85]=[CH:86][CH:87]=[CH:88][CH:89]=2)[C:91]1=[O:96])[C:13]([NH2:15])=[O:14])=[O:10])[CH2:37][CH2:38][NH:39][C:40]([O:42][C:43]1[CH:48]=[CH:47][C:46]([CH2:49][C@@H:50]([C:51]([NH:53][C:54]2[CH:59]=[CH:58][CH:57]=[CH:56][CH:55]=2)=[O:52])[NH2:60])=[CH:45][CH:44]=1)=[O:41], predict the reactants needed to synthesize it. The reactants are: C(OC(=O)[NH:7][C@@H:8]([CH2:37][CH2:38][NH:39][C:40]([O:42][C:43]1[CH:48]=[CH:47][C:46]([CH2:49][C@H:50]([NH:60]C(OC(C)(C)C)=O)[C:51]([NH:53][C:54]2[CH:59]=[CH:58][CH:57]=[CH:56][CH:55]=2)=[O:52])=[CH:45][CH:44]=1)=[O:41])[C:9]([NH:11][C@@H:12]([CH2:16][S:17]C(C1C=CC=CC=1)(C1C=CC=CC=1)C1C=CC=CC=1)[C:13]([NH2:15])=[O:14])=[O:10])(C)(C)C.C([SiH](CC)CC)C.FC(F)(F)C(O)=O.[CH2:83]([N:90]1[C:94](=[O:95])[CH:93]=[CH:92][C:91]1=[O:96])[C:84]1[CH:89]=[CH:88][CH:87]=[CH:86][CH:85]=1.